Dataset: Reaction yield outcomes from USPTO patents with 853,638 reactions. Task: Predict the reaction yield, written as a fraction of the theoretical maximum amount of product (1.0 means a 100% yield; for example, 0.34 means a 34% yield). The reactants are C([O:3][C:4]([C:6]1[CH:18]=[CH:17][C:9]([O:10][C:11]2[CH:16]=[CH:15][CH:14]=[CH:13][N:12]=2)=[CH:8][CH:7]=1)=[O:5])C.[OH-].[Na+]. The catalyst is C(O)C. The product is [N:12]1[CH:13]=[CH:14][CH:15]=[CH:16][C:11]=1[O:10][C:9]1[CH:17]=[CH:18][C:6]([C:4]([OH:5])=[O:3])=[CH:7][CH:8]=1. The yield is 0.960.